Dataset: Full USPTO retrosynthesis dataset with 1.9M reactions from patents (1976-2016). Task: Predict the reactants needed to synthesize the given product. (1) The reactants are: N1C=CC=CC=1.[CH2:7]([O:9][C:10]1[C:15]([C:16]2(O)[C:24]3[C:19](=[CH:20][C:21]([F:27])=[C:22]([C:25]#[N:26])[CH:23]=3)[NH:18][C:17]2=[O:28])=[CH:14][CH:13]=[CH:12][N:11]=1)[CH3:8].S(Cl)([Cl:32])=O. Given the product [Cl:32][C:16]1([C:15]2[C:10]([O:9][CH2:7][CH3:8])=[N:11][CH:12]=[CH:13][CH:14]=2)[C:24]2[C:19](=[CH:20][C:21]([F:27])=[C:22]([C:25]#[N:26])[CH:23]=2)[NH:18][C:17]1=[O:28], predict the reactants needed to synthesize it. (2) The reactants are: [CH2:1]([CH:3]1[C:16]2[C:11](=[CH:12][CH:13]=[CH:14][CH:15]=2)[C:10]2[CH:9]=[C:8]([C:17]3[CH:22]=[CH:21][CH:20]=[C:19]([O:23]C)[CH:18]=3)[CH:7]=[CH:6][C:5]=2[N:4]1[S:25]([C:28]1[CH:33]=[CH:32][C:31]([OH:34])=[CH:30][CH:29]=1)(=[O:27])=[O:26])[CH3:2].C1CCCCC=1.B(Br)(Br)Br. Given the product [CH2:1]([CH:3]1[C:16]2[C:11](=[CH:12][CH:13]=[CH:14][CH:15]=2)[C:10]2[CH:9]=[C:8]([C:17]3[CH:18]=[C:19]([OH:23])[CH:20]=[CH:21][CH:22]=3)[CH:7]=[CH:6][C:5]=2[N:4]1[S:25]([C:28]1[CH:29]=[CH:30][C:31]([OH:34])=[CH:32][CH:33]=1)(=[O:27])=[O:26])[CH3:2], predict the reactants needed to synthesize it.